From a dataset of Forward reaction prediction with 1.9M reactions from USPTO patents (1976-2016). Predict the product of the given reaction. (1) Given the reactants [CH2:1]([C:3]1([CH2:18][CH3:19])[C:8]2[CH:9]=[C:10](B(O)O)[CH:11]=[CH:12][C:7]=2[N:6]([CH3:16])[C:5](=[O:17])[O:4]1)[CH3:2].C(=O)(O)[O-:21].[Na+].OOS([O-])=O.[K+].S(=O)(O)[O-].[Na+], predict the reaction product. The product is: [CH2:1]([C:3]1([CH2:18][CH3:19])[C:8]2[CH:9]=[C:10]([OH:21])[CH:11]=[CH:12][C:7]=2[N:6]([CH3:16])[C:5](=[O:17])[O:4]1)[CH3:2]. (2) Given the reactants [C:1]([C:5]1[CH:10]=[CH:9][C:8]([S:11]([NH:14][C:15]2[CH:16]=[C:17]3[C:21](=[CH:22][CH:23]=2)[NH:20][C:19]([C:24]([OH:26])=O)=[C:18]3[C:27]2[CH:32]=[CH:31][N:30]=[CH:29][CH:28]=2)(=[O:13])=[O:12])=[CH:7][CH:6]=1)([CH3:4])([CH3:3])[CH3:2].[NH2:33][CH:34]1[CH2:39][CH2:38][O:37][CH2:36][CH2:35]1, predict the reaction product. The product is: [O:37]1[CH2:38][CH2:39][CH:34]([NH:33][C:24]([C:19]2[NH:20][C:21]3[C:17]([C:18]=2[C:27]2[CH:32]=[CH:31][N:30]=[CH:29][CH:28]=2)=[CH:16][C:15]([NH:14][S:11]([C:8]2[CH:9]=[CH:10][C:5]([C:1]([CH3:3])([CH3:2])[CH3:4])=[CH:6][CH:7]=2)(=[O:12])=[O:13])=[CH:23][CH:22]=3)=[O:26])[CH2:35][CH2:36]1. (3) Given the reactants [Br:1][C:2]1[CH:7]=[CH:6][C:5]([N:8]2[C:17](=[O:18])[C:16]3[C:11](=[CH:12][CH:13]=[CH:14][CH:15]=3)[N:10]=[C:9]2[C:19]2[CH:24]=[CH:23][C:22]([N+]([O-])=O)=[C:21](/[CH:28]=[CH:29]/[N:30](C)C)[CH:20]=2)=[CH:4][CH:3]=1.[OH-].[Na+], predict the reaction product. The product is: [Br:1][C:2]1[CH:3]=[CH:4][C:5]([N:8]2[C:17](=[O:18])[C:16]3[C:11](=[CH:12][CH:13]=[CH:14][CH:15]=3)[N:10]=[C:9]2[C:19]2[CH:20]=[C:21]3[C:22](=[CH:23][CH:24]=2)[NH:30][CH:29]=[CH:28]3)=[CH:6][CH:7]=1. (4) Given the reactants I[C:2]1[CH:7]=[CH:6][CH:5]=[C:4]([O:8][CH2:9][CH2:10][O:11][CH3:12])[CH:3]=1.[C:13]([C:17]1[CH:21]=[C:20]([NH2:22])[NH:19][N:18]=1)([CH3:16])([CH3:15])[CH3:14].C(=O)([O-])[O-].[K+].[K+], predict the reaction product. The product is: [C:13]([C:17]1[CH:21]=[C:20]([NH2:22])[N:19]([C:2]2[CH:7]=[CH:6][CH:5]=[C:4]([O:8][CH2:9][CH2:10][O:11][CH3:12])[CH:3]=2)[N:18]=1)([CH3:16])([CH3:15])[CH3:14]. (5) Given the reactants Br[C:2]1[CH:11]=[CH:10][CH:9]=[C:8]2[C:3]=1[CH:4]=[C:5]([CH3:30])[C:6]([CH:19]([O:25][C:26]([CH3:29])([CH3:28])[CH3:27])[C:20]([O:22]CC)=[O:21])=[C:7]2[C:12]1[CH:17]=[CH:16][C:15]([Cl:18])=[CH:14][CH:13]=1.[F:31]C1C=C2C(=CC=1)C(=O)CC(C)C2, predict the reaction product. The product is: [C:26]([O:25][CH:19]([C:6]1[C:5]([CH3:30])=[CH:4][C:3]2[C:8](=[CH:9][CH:10]=[C:11]([F:31])[CH:2]=2)[C:7]=1[C:12]1[CH:13]=[CH:14][C:15]([Cl:18])=[CH:16][CH:17]=1)[C:20]([OH:22])=[O:21])([CH3:28])([CH3:29])[CH3:27]. (6) The product is: [CH3:24][S:25]([O:14][CH2:13][C:7]1[CH:6]=[C:5]([C:2]([F:4])([F:1])[CH3:3])[N:10]=[N:9][C:8]=1[O:11][CH3:12])(=[O:27])=[O:26]. Given the reactants [F:1][C:2]([C:5]1[N:10]=[N:9][C:8]([O:11][CH3:12])=[C:7]([CH2:13][OH:14])[CH:6]=1)([F:4])[CH3:3].CCN(C(C)C)C(C)C.[CH3:24][S:25](Cl)(=[O:27])=[O:26], predict the reaction product.